From a dataset of NCI-60 drug combinations with 297,098 pairs across 59 cell lines. Regression. Given two drug SMILES strings and cell line genomic features, predict the synergy score measuring deviation from expected non-interaction effect. (1) Drug 1: C1CCC(CC1)NC(=O)N(CCCl)N=O. Drug 2: CCCCC(=O)OCC(=O)C1(CC(C2=C(C1)C(=C3C(=C2O)C(=O)C4=C(C3=O)C=CC=C4OC)O)OC5CC(C(C(O5)C)O)NC(=O)C(F)(F)F)O. Cell line: RXF 393. Synergy scores: CSS=6.23, Synergy_ZIP=-5.36, Synergy_Bliss=-9.09, Synergy_Loewe=-7.90, Synergy_HSA=-7.61. (2) Drug 1: CCC1=C2CN3C(=CC4=C(C3=O)COC(=O)C4(CC)O)C2=NC5=C1C=C(C=C5)O. Drug 2: CC(C)NC(=O)C1=CC=C(C=C1)CNNC.Cl. Cell line: SNB-75. Synergy scores: CSS=11.4, Synergy_ZIP=-3.09, Synergy_Bliss=0.376, Synergy_Loewe=-16.5, Synergy_HSA=0.245. (3) Synergy scores: CSS=-7.54, Synergy_ZIP=4.33, Synergy_Bliss=0.198, Synergy_Loewe=-3.92, Synergy_HSA=-6.51. Drug 1: C1=NC2=C(N=C(N=C2N1C3C(C(C(O3)CO)O)O)F)N. Cell line: NCI-H226. Drug 2: CS(=O)(=O)OCCCCOS(=O)(=O)C.